Task: Binary Classification. Given a miRNA mature sequence and a target amino acid sequence, predict their likelihood of interaction.. Dataset: Experimentally validated miRNA-target interactions with 360,000+ pairs, plus equal number of negative samples (1) The miRNA is rno-miR-101b-3p with sequence UACAGUACUGUGAUAGCUGAA. The protein sequence of the target gene is MNWHFPFFILTTVTLYSVHSQFNSLSLEELGSNTGIQVFNQIIKSRPHENVVVSPHGIASILGMLQLGADGKTKKQLSTVMRYNVNGVGKVLKKINKAIVSKKNKDIVTVANAVFLRNGFKMEVPFAVRNKDVFQCEVQNVNFQDPASASESINFWVKNETRGMIDNLLSPNLIDGALTRLVLVNAVYFKGLWKSRFQPESTKKRTFVAGDGKSYQVPMLAQLSVFRSGSTRTPNGLWYNFIELPYHGESISMLIALPTESSTPLSAIIPHITTKTIDSWMNTMVPKRMQLVLPKFTAVA.... Result: 0 (no interaction). (2) The miRNA is mmu-miR-704 with sequence AGACAUGUGCUCUGCUCCUAG. The protein sequence of the target gene is MYTLLSGLYKYMFQKDEYCILILGLDNAGKTTFLEQSKTRFNKNYKGMSLSKITTTVGLNIGTVDVGKARLMFWDLGGQEELQSLWDKYYAECHGVIYVIDSTDEERLAESKQAFEKVVTSEALCGVPVLVLANKQDVETCLSIPDIKTAFSDCTSKIGRRDCLTQACSALTGKGVREGIEWMVKCVVRNVHRPPRQRDIT. Result: 0 (no interaction). (3) The protein sequence of the target gene is MPDQALQQMLDRSCWVCFATDEDDRTAEWVRPCRCRGSTKWVHQACLQRWVDEKQRGNSTARVACPQCNAEYLIVFPKLGPVVYVLDLADRLISKACPFAAAGIMVGSIYWTAVTYGAVTVMQVVGHKEGLDVMERADPLFLLIGLPTIPVMLILGKMIRWEDYVLRLWRKYSNKLQILNSIFPGIGCPVPRIPAEANPLADHVSATRILCGALVFPTIATIVGKLMFSSVNSNLQRTILGGIAFVAIKGAFKVYFKQQQYLRQAHRKILNYPEQEEA. The miRNA is hsa-miR-4522 with sequence UGACUCUGCCUGUAGGCCGGU. Result: 0 (no interaction). (4) The miRNA is hsa-miR-4487 with sequence AGAGCUGGCUGAAGGGCAG. The protein sequence of the target gene is MVSQVLQLLRQGVWAALTGGWYHDPEQSKFTNSCHLYLWLFLLLLPLALHLAFPPNAIIVFFYCSAVTIFFTIIKLVSYRLHLMFDKGEVIQQKPSRKEEKPNKDKEAKGEHITNHRNPSNNRQIHNGKKEEASRNLSTPPLRCSSRGQSITSHHSSGPLELSAQETVEDLKGVILLEDHPIAPVSSTSPGIKVESLPASQAHMLETTTKSVIPVKPVATETLINGKGKERGGKGQPPLRHRSEGGLVDKGPLKKLPHLSLSQYDLLETDVSFQPWGSENSVLIPEPVSCPRGSIRERVQ.... Result: 1 (interaction). (5) The miRNA is hsa-miR-1236-3p with sequence CCUCUUCCCCUUGUCUCUCCAG. The protein sequence of the target gene is MPLYSVTVKWGKEKFEGVELNTDEPPMVFKAQLFALTGVQPARQKVMVKGGTLKDDDWGNIKMKNGMTVLMMGSADALPEEPSAKTVFVEDMTEEQLATAMELPCGLTNLGNTCYMNATVQCIRSVPELKDALKRYAGALRASGEMASAQYITAALRDLFDSMDKTSSSIPPIILLQFLHMAFPQFAEKGEQGQYLQQDANECWIQMMRVLQQKLEAIEDDSGRETDSSSAPAVTPSKKKSLIDQYFGVEFETTMKCTESEEEEVTKGKENQLQLSCFINQEVKYLFTGLKLRLQEEITK.... Result: 0 (no interaction). (6) The miRNA is hsa-miR-99a-5p with sequence AACCCGUAGAUCCGAUCUUGUG. The protein sequence of the target gene is MRGAMELEPELLLQEARENVEAAQSYRRELGHRLEGLREARRQIKESASQTRDVLKQHFNDLKGTLGKLLDERLVTLLQEVDTIEQETIKPLDDCQKLIEHGVNTAEDLVREGEIAMLGGVGEENEKLWSFTKKASHIQLDSLPEVPLLVDVPCLSAQLDDSILNIVKDHIFKHGTVASRPPVQIEELIEKPGGIIVRWCKVDDDFTAQDYRLQFRKCTSNHFEDVYVGSETEFIVLHIDPNVDYQFRVCARGDGRQEWSPWSVPQIGHSTLVPHEWTAGFEGYSLSSRRNIALRNDSES.... Result: 0 (no interaction). (7) The miRNA is hsa-miR-6836-5p with sequence CGCAGGGCCCUGGCGCAGGCAU. The protein sequence of the target gene is MNRFRVSKFRHTEARPPRRESWISDIRAGTAPSCRNHIKSSCSLIAFNSDRPGVLGIVPLQGQGEDKRRVAHLGCHSDLVTDLDFSPFDDFLLATGSADRTVKLWRLPGPGQALPSAPGVVLGPEDLPVEVLQFHPTSDGILVSAAGTTVKVWDAAKQQPLTELAAHGDLVQSAVWSRDGALVGTACKDKQLRIFDPRTKPRASQSTQAHENSRDSRLAWMGTWEHLVSTGFNQMREREVKLWDTRFFSSALASLTLDTSLGCLVPLLDPDSGLLVLAGKGERQLYCYEVVPQQPALSPV.... Result: 1 (interaction). (8) The miRNA is hsa-miR-4755-5p with sequence UUUCCCUUCAGAGCCUGGCUUU. The protein sequence of the target gene is MGRAGAAAVIPGLALLWAVGLGSAAPSPPRLRLSFQELQAWHGLQTFSLERTCCYQALLVDEERGRLFVGAENHVASLNLDNISKRAKKLAWPAPVEWREECNWAGKDIGTECMNFVKLLHAYNRTHLLACGTGAFHPTCAFVEVGHRAEEPVLRLDPGRIEDGKGKSPYDPRHRAASVLVGEELYSGVAADLMGRDFTIFRSLGQRPSLRTEPHDSRWLNEPKFVKVFWIPESENPDDDKIYFFFRETAVEAAPALGRLSVSRVGQICRNDVGGQRSLVNKWTTFLKARLVCSVPGVEG.... Result: 0 (no interaction). (9) Result: 0 (no interaction). The protein sequence of the target gene is MASTIERKTLEANEEPVDEVLQMPPSLLTCGGCQQSIGDRFFLKAIEQYWHEDCLSCDLCGCRLGEVGRRLYYKLGRKLCRRDYLRLFGQDGLCASCEKRIRAFEMTMRVRDKVYHLECFKCAACQKHFCVGDRYLLINSDIVCEQDIFEWTKLNGSIV. The miRNA is hsa-miR-4799-3p with sequence ACUGGCAUGCUGCAUUUAUAUA. (10) The miRNA is hsa-miR-138-1-3p with sequence GCUACUUCACAACACCAGGGCC. The protein sequence of the target gene is MADPDPRYPRSSIEDDFNYGSSVASATVHIRMAFLRKVYSILSLQVLLTTVTSTVFLYFESVRTFVHESPALILLFALGSLGLIFALILNRHKYPLNLYLLFGFTLLEALTVAVVVTFYDVYIILQAFILTTTVFFGLTVYTLQSKKDFSKFGAGLFALLWILCLSGFLKFFFYSEIMELVLAAAGALLFCGFIIYDTHSLMHKLSPEEYVLAAISLYLDIINLFLHLLRFLEAVNKK. Result: 1 (interaction).